This data is from Forward reaction prediction with 1.9M reactions from USPTO patents (1976-2016). The task is: Predict the product of the given reaction. (1) Given the reactants [C:1]([NH2:9])(=[S:8])[C:2]1[CH:7]=[CH:6][N:5]=[CH:4][CH:3]=1.Cl[CH2:11][C:12]([C:14]1[CH2:18][CH:17]([C:19]2[CH:24]=[CH:23][CH:22]=[CH:21][CH:20]=2)[O:16][N:15]=1)=O, predict the reaction product. The product is: [C:19]1([CH:17]2[O:16][N:15]=[C:14]([C:12]3[N:9]=[C:1]([C:2]4[CH:7]=[CH:6][N:5]=[CH:4][CH:3]=4)[S:8][CH:11]=3)[CH2:18]2)[CH:20]=[CH:21][CH:22]=[CH:23][CH:24]=1. (2) Given the reactants [F:1][C:2]1[CH:3]=[C:4]([CH:16]=[CH:17][CH:18]=1)[CH2:5][C:6]1[CH:7]=[C:8]([CH:13]=[CH:14][N:15]=1)[C:9]([O:11][CH3:12])=[O:10], predict the reaction product. The product is: [F:1][C:2]1[CH:3]=[C:4]([CH:16]=[CH:17][CH:18]=1)[CH2:5][CH:6]1[CH2:7][CH:8]([C:9]([O:11][CH3:12])=[O:10])[CH2:13][CH2:14][NH:15]1. (3) Given the reactants [CH3:1][N:2]([CH3:17])[C:3]1[CH:16]=[CH:15][C:6]([CH2:7][CH2:8][N:9]2[CH2:13][CH2:12][C@H:11]([OH:14])[CH2:10]2)=[CH:5][CH:4]=1.C(N(CC)CC)C.[CH3:25][S:26](Cl)(=[O:28])=[O:27], predict the reaction product. The product is: [CH3:17][N:2]([CH3:1])[C:3]1[CH:4]=[CH:5][C:6]([CH2:7][CH2:8][N:9]2[CH2:13][CH2:12][C@H:11]([O:14][S:26]([CH3:25])(=[O:28])=[O:27])[CH2:10]2)=[CH:15][CH:16]=1. (4) The product is: [CH3:23][CH:19]1[CH2:20][CH2:21][CH2:22][N:18]1[C:14]1[N:13]=[C:12]([NH:11][C:4]2[C:5]3[N:6]([CH:8]=[CH:9][N:10]=3)[N:7]=[C:2]([C:29]3[CH:30]=[C:31]([OH:38])[CH:32]=[CH:33][CH:28]=3)[CH:3]=2)[CH:17]=[CH:16][CH:15]=1. Given the reactants Cl[C:2]1[CH:3]=[C:4]([NH:11][C:12]2[CH:17]=[CH:16][CH:15]=[C:14]([N:18]3[CH2:22][CH2:21][CH2:20][CH:19]3[CH3:23])[N:13]=2)[C:5]2[N:6]([CH:8]=[CH:9][N:10]=2)[N:7]=1.C([C:28]1[CH:33]=[CH:32][C:31](B(O)O)=[CH:30][CH:29]=1)(C)(C)C.C([O-])([O-])=[O:38].[Na+].[Na+].CC(C1C=C(C(C)C)C(C2C=CC=CC=2P(C2CCCCC2)C2CCCCC2)=C(C(C)C)C=1)C, predict the reaction product. (5) The product is: [Cl:17][C:18]1[CH:19]=[C:20]([CH:33]=[C:34]([Cl:36])[CH:35]=1)[O:21][C:22]1[N:27]=[CH:26][C:25]([C:2]2[C:14]([CH3:15])=[CH:13][C:5]([C:6]([NH:8][S:9]([CH3:12])(=[O:11])=[O:10])=[O:7])=[C:4]([F:16])[CH:3]=2)=[CH:24][C:23]=1[CH:31]=[O:32]. Given the reactants Br[C:2]1[C:14]([CH3:15])=[CH:13][C:5]([C:6]([NH:8][S:9]([CH3:12])(=[O:11])=[O:10])=[O:7])=[C:4]([F:16])[CH:3]=1.[Cl:17][C:18]1[CH:19]=[C:20]([CH:33]=[C:34]([Cl:36])[CH:35]=1)[O:21][C:22]1[N:27]=[CH:26][C:25](B(O)O)=[CH:24][C:23]=1[CH:31]=[O:32].C([O-])([O-])=O.[Na+].[Na+], predict the reaction product.